This data is from Full USPTO retrosynthesis dataset with 1.9M reactions from patents (1976-2016). The task is: Predict the reactants needed to synthesize the given product. (1) Given the product [NH2:26][C:3]1[CH:4]=[C:5]([CH:24]=[CH:25][C:2]=1[NH2:1])[C:6]([C:8]1[CH:23]=[CH:22][CH:21]=[CH:20][C:9]=1[C:10]([O:12][CH2:13][C:14]1[CH:19]=[CH:18][CH:17]=[CH:16][CH:15]=1)=[O:11])=[O:7], predict the reactants needed to synthesize it. The reactants are: [NH2:1][C:2]1[CH:25]=[CH:24][C:5]([C:6]([C:8]2[CH:23]=[CH:22][CH:21]=[CH:20][C:9]=2[C:10]([O:12][CH2:13][C:14]2[CH:19]=[CH:18][CH:17]=[CH:16][CH:15]=2)=[O:11])=[O:7])=[CH:4][C:3]=1[N+:26]([O-])=O.C([O-])=O.[NH4+]. (2) Given the product [Si:1]([O:8][C@H:9]1[CH2:14][CH2:13][C@H:12]([N:15]2[C:19]([CH:23]=[O:24])=[C:18]([I:20])[CH:17]=[N:16]2)[CH2:11][CH2:10]1)([C:4]([CH3:7])([CH3:5])[CH3:6])([CH3:3])[CH3:2], predict the reactants needed to synthesize it. The reactants are: [Si:1]([O:8][CH:9]1[CH2:14][CH2:13][CH:12]([N:15]2[CH:19]=[C:18]([I:20])[CH:17]=[N:16]2)[CH2:11][CH2:10]1)([C:4]([CH3:7])([CH3:6])[CH3:5])([CH3:3])[CH3:2].C1C[O:24][CH2:23]C1.[Li+].CC([N-]C(C)C)C.C1CCCCC1.CN(C=O)C.[NH4+].[Cl-]. (3) Given the product [F:1][C:2]([F:13])([F:14])[C:3]1[CH:9]=[CH:8][C:6]([NH:7][C:20](=[O:21])[O:19][C:16]([CH3:18])([CH3:17])[CH3:15])=[C:5]([N+:10]([O-:12])=[O:11])[CH:4]=1, predict the reactants needed to synthesize it. The reactants are: [F:1][C:2]([F:14])([F:13])[C:3]1[CH:9]=[CH:8][C:6]([NH2:7])=[C:5]([N+:10]([O-:12])=[O:11])[CH:4]=1.[CH3:15][C:16]([O:19][C:20](O[C:20]([O:19][C:16]([CH3:18])([CH3:17])[CH3:15])=[O:21])=[O:21])([CH3:18])[CH3:17]. (4) Given the product [C:1]([NH:4][CH:5]([CH3:10])[C:6]([O:8][CH3:9])=[O:7])(=[O:3])[CH3:2], predict the reactants needed to synthesize it. The reactants are: [C:1]([NH:4][C:5](=[CH2:10])[C:6]([O:8][CH3:9])=[O:7])(=[O:3])[CH3:2].C(O[K])(C)(C)C.C1(C)C=CC=CC=1. (5) Given the product [F:1][C:2]1[CH:3]=[C:4]([C:21]([NH2:23])=[O:22])[C:5]2[O:9][C:8]([C:10]3[CH:15]=[CH:14][C:13]([CH2:16][NH:17][CH3:18])=[CH:12][CH:11]=3)=[CH:7][C:6]=2[CH:20]=1, predict the reactants needed to synthesize it. The reactants are: [F:1][C:2]1[CH:3]=[C:4]([C:21]([NH2:23])=[O:22])[C:5]2[O:9][C:8]([C:10]3[CH:15]=[CH:14][C:13]([CH2:16][N:17](C)[CH3:18])=[CH:12][CH:11]=3)=[CH:7][C:6]=2[CH:20]=1.FC1C=C(C(OC)=O)C2OC(C3C=CC(CNC)=CC=3)=CC=2C=1.